This data is from Catalyst prediction with 721,799 reactions and 888 catalyst types from USPTO. The task is: Predict which catalyst facilitates the given reaction. (1) Reactant: NC1C=CC=CC=1.Cl[C:9]1[N:10]=[C:11](Cl)[C:12]2[N:17]=[C:16](Cl)[N:15]=[C:14](Cl)[C:13]=2[N:20]=1. Product: [N:17]1[C:12]2[CH:11]=[N:10][CH:9]=[N:20][C:13]=2[CH:14]=[N:15][CH:16]=1. The catalyst class is: 22. (2) Reactant: [Br:1][CH2:2][C:3]1([CH3:9])[CH2:7][O:6][C:5](=[O:8])[NH:4]1.C(O[Cl:15])(C)(C)C. Product: [Br:1][CH2:2][C:3]1([CH3:9])[CH2:7][O:6][C:5](=[O:8])[N:4]1[Cl:15]. The catalyst class is: 5.